This data is from Full USPTO retrosynthesis dataset with 1.9M reactions from patents (1976-2016). The task is: Predict the reactants needed to synthesize the given product. (1) Given the product [CH:1]1([C:4]2[C:16]3[C:15]4[CH:14]=[CH:13][C:12]([C:17]5[C:18]([F:31])=[C:19]([NH:24][S:25]([CH2:28][CH2:29][CH3:30])(=[O:26])=[O:27])[CH:20]=[CH:21][C:22]=5[F:23])=[CH:11][C:10]=4[CH:9]=[N:8][C:7]=3[NH:6][N:5]=2)[CH2:3][CH2:2]1, predict the reactants needed to synthesize it. The reactants are: [CH:1]1([C:4]2[C:16]3[C:15]4[CH:14]=[CH:13][C:12]([C:17]5[C:22]([F:23])=[CH:21][CH:20]=[C:19]([NH:24][S:25]([CH2:28][CH2:29][CH3:30])(=[O:27])=[O:26])[C:18]=5[F:31])=[CH:11][C:10]=4[CH:9]=[N:8][C:7]=3[N:6](C(OC(C)(C)C)=O)[N:5]=2)[CH2:3][CH2:2]1.C(O)(C(F)(F)F)=O. (2) Given the product [Br-:27].[O:30]=[C:29]([C:31]1[CH:36]=[CH:35][CH:34]=[CH:33][CH:32]=1)[CH2:28][N+:14]12[CH2:15][CH2:16][CH:17]([CH2:18][CH2:19]1)[C@@H:12]([O:11][C:9](=[O:10])[C@H:8]([NH:20][C:21]1[CH:26]=[CH:25][CH:24]=[CH:23][CH:22]=1)[CH2:7][C:1]1[CH:2]=[CH:3][CH:4]=[CH:5][CH:6]=1)[CH2:13]2, predict the reactants needed to synthesize it. The reactants are: [C:1]1([CH2:7][C@@H:8]([NH:20][C:21]2[CH:26]=[CH:25][CH:24]=[CH:23][CH:22]=2)[C:9]([O:11][C@@H:12]2[CH:17]3[CH2:18][CH2:19][N:14]([CH2:15][CH2:16]3)[CH2:13]2)=[O:10])[CH:6]=[CH:5][CH:4]=[CH:3][CH:2]=1.[Br:27][CH2:28][C:29]([C:31]1[CH:36]=[CH:35][CH:34]=[CH:33][CH:32]=1)=[O:30]. (3) The reactants are: [CH2:1]([C@H:5]1[CH2:10][C@@H:9]([C:11]2[O:15][NH:14][C:13](=[O:16])[CH:12]=2)[CH2:8][CH2:7][N:6]1C(OC)=O)[CH:2]([CH3:4])[CH3:3]. Given the product [CH2:1]([C@H:5]1[CH2:10][C@@H:9]([C:11]2[O:15][NH:14][C:13](=[O:16])[CH:12]=2)[CH2:8][CH2:7][NH:6]1)[CH:2]([CH3:4])[CH3:3], predict the reactants needed to synthesize it. (4) Given the product [Br:1][C:2]1[N:7]=[CH:6][C:5]([C@H:8]([NH:10][S:11]([C:13]([CH3:14])([CH3:16])[CH3:15])=[O:12])[CH3:9])=[CH:4][CH:3]=1, predict the reactants needed to synthesize it. The reactants are: [Br:1][C:2]1[N:7]=[CH:6][C:5](/[C:8](=[N:10]/[S:11]([C:13]([CH3:16])([CH3:15])[CH3:14])=[O:12])/[CH3:9])=[CH:4][CH:3]=1.C([BH-](C(CC)C)C(CC)C)(CC)C.[Li+]. (5) Given the product [CH3:17][N:18]([CH3:19])[C:13]([C:4]1[CH:3]=[C:2]([Br:1])[C:10]2[O:9][CH2:8][C:7]([CH3:12])([CH3:11])[C:6]=2[CH:5]=1)=[O:15], predict the reactants needed to synthesize it. The reactants are: [Br:1][C:2]1[C:10]2[O:9][CH2:8][C:7]([CH3:12])([CH3:11])[C:6]=2[CH:5]=[C:4]([C:13]([OH:15])=O)[CH:3]=1.Cl.[CH3:17][NH:18][CH3:19]. (6) Given the product [CH2:2]([O:9][C:10](=[O:26])[NH:11][CH2:12][CH2:13][CH2:14][CH2:15][C@H:16]([NH:25][C:32]([CH:27]1[CH2:31][CH2:30][CH2:29][CH2:28]1)=[O:33])[C:17](=[O:24])[C:18]1[CH:23]=[CH:22][CH:21]=[CH:20][N:19]=1)[C:3]1[CH:4]=[CH:5][CH:6]=[CH:7][CH:8]=1, predict the reactants needed to synthesize it. The reactants are: Cl.[CH2:2]([O:9][C:10](=[O:26])[NH:11][CH2:12][CH2:13][CH2:14][CH2:15][C@H:16]([NH2:25])[C:17](=[O:24])[C:18]1[CH:23]=[CH:22][CH:21]=[CH:20][N:19]=1)[C:3]1[CH:8]=[CH:7][CH:6]=[CH:5][CH:4]=1.[CH:27]1([C:32](Cl)=[O:33])[CH2:31][CH2:30][CH2:29][CH2:28]1. (7) Given the product [Cl:10][C:5]1[N:4]=[C:3]([S:2][CH3:1])[N:8]=[C:7]([CH:12]([C:11]#[N:15])[C:13]#[N:14])[CH:6]=1, predict the reactants needed to synthesize it. The reactants are: [CH3:1][S:2][C:3]1[N:8]=[C:7](Cl)[CH:6]=[C:5]([Cl:10])[N:4]=1.[C:11](#[N:15])[CH2:12][C:13]#[N:14].[H-].[Na+]. (8) The reactants are: [F:1][C:2]1[CH:3]=[CH:4][CH:5]=[C:6]2[C:11]=1[NH:10][C:9](=[O:12])[CH2:8][CH2:7]2.Cl.Cl[CH2:15][CH2:16][N:17]([CH3:19])[CH3:18].C(=O)([O-])[O-].[K+].[K+]. Given the product [CH3:18][N:17]([CH3:19])[CH2:16][CH2:15][N:10]1[C:11]2[C:6](=[CH:5][CH:4]=[CH:3][C:2]=2[F:1])[CH2:7][CH2:8][C:9]1=[O:12], predict the reactants needed to synthesize it.